From a dataset of Full USPTO retrosynthesis dataset with 1.9M reactions from patents (1976-2016). Predict the reactants needed to synthesize the given product. (1) Given the product [CH3:1][O:2][C:3](=[O:22])[CH2:4][C:9]1[C:18]2[N:17]([CH3:19])[C:16](=[O:20])[CH:15]=[CH:14][C:13]=2[N:12]=[CH:11][C:10]=1[Cl:21], predict the reactants needed to synthesize it. The reactants are: [CH3:1][O:2][C:3](=[O:22])[CH:4]([C:9]1[C:18]2[N:17]([CH3:19])[C:16](=[O:20])[CH:15]=[CH:14][C:13]=2[N:12]=[CH:11][C:10]=1[Cl:21])C(OC)=O.O.[Cl-].[Li+].C(=O)(O)[O-].[Na+]. (2) Given the product [C:22]([C:20]1[CH:21]=[C:16]([S:15][C:12]([S:11][C:9]2[CH:10]=[C:5]([C:1]([CH3:4])([CH3:3])[CH3:2])[C:6]([OH:45])=[C:7]([C:41]([CH3:44])([CH3:43])[CH3:42])[CH:8]=2)([CH3:14])[CH3:13])[CH:17]=[C:18]([C:37]([CH3:40])([CH3:39])[CH3:38])[C:19]=1[O:26][CH2:27][CH2:28][CH2:29][C@H:30]([OH:31])[CH2:34][OH:33])([CH3:25])([CH3:24])[CH3:23], predict the reactants needed to synthesize it. The reactants are: [C:1]([C:5]1[CH:10]=[C:9]([S:11][C:12]([S:15][C:16]2[CH:21]=[C:20]([C:22]([CH3:25])([CH3:24])[CH3:23])[C:19]([O:26][CH2:27][CH2:28][CH2:29][C@@H:30]3[CH2:34][O:33]C(C)(C)[O:31]3)=[C:18]([C:37]([CH3:40])([CH3:39])[CH3:38])[CH:17]=2)([CH3:14])[CH3:13])[CH:8]=[C:7]([C:41]([CH3:44])([CH3:43])[CH3:42])[C:6]=1[OH:45])([CH3:4])([CH3:3])[CH3:2].Cl.[OH-].[K+]. (3) Given the product [Cl:2][C:16]1[C:15]([C:25]2[C:26]([F:33])=[CH:27][C:28]([F:32])=[CH:29][C:30]=2[F:31])=[C:14]([N:11]2[CH2:10][CH2:9][CH:8]([CH3:7])[CH2:13][CH2:12]2)[C:23]2[CH:22]=[N:21][CH:20]=[N:19][C:18]=2[N:17]=1, predict the reactants needed to synthesize it. The reactants are: P(Cl)(Cl)(Cl)(Cl)[Cl:2].[CH3:7][CH:8]1[CH2:13][CH2:12][N:11]([C:14]2[C:23]3[CH:22]=[N:21][CH:20]=[N:19][C:18]=3[N:17]=[C:16](O)[C:15]=2[C:25]2[C:30]([F:31])=[CH:29][C:28]([F:32])=[CH:27][C:26]=2[F:33])[CH2:10][CH2:9]1.O.C(=O)([O-])[O-].[Na+].[Na+]. (4) Given the product [CH3:1][C:2]1[CH:3]=[CH:4][C:5]([C:8]2[CH:13]=[C:12]([N:14]3[CH2:19][CH2:18][CH2:17][CH2:16][C:15]3=[O:20])[CH:11]=[C:10]([C:21]([NH:56][C@@H:54]([C:51]3[CH:50]=[N:49][C:48]([CH3:47])=[N:53][CH:52]=3)[CH3:55])=[O:22])[CH:9]=2)=[CH:6][CH:7]=1, predict the reactants needed to synthesize it. The reactants are: [CH3:1][C:2]1[CH:7]=[CH:6][C:5]([C:8]2[CH:13]=[C:12]([N:14]3[CH2:19][CH2:18][CH2:17][CH2:16][C:15]3=[O:20])[CH:11]=[C:10]([C:21](O)=[O:22])[CH:9]=2)=[CH:4][CH:3]=1.Cl.CN(C)CCCN=C=NCC.O.ON1C2C=CC=CC=2N=N1.[CH3:47][C:48]1[N:53]=[CH:52][C:51]([C@H:54]([NH2:56])[CH3:55])=[CH:50][N:49]=1.C(N(CC)C(C)C)(C)C. (5) The reactants are: [CH3:1][NH2:2].CO.[NH2:5][C:6]([NH:8][C:9]1[NH:10][C:11]([C:19]2[CH:24]=[CH:23][CH:22]=[C:21]([Cl:25])[CH:20]=2)=[C:12]([CH:17]=O)[C:13]=1[C:14]([NH2:16])=[O:15])=[O:7].[BH4-].[Na+]. Given the product [NH2:5][C:6]([NH:8][C:9]1[NH:10][C:11]([C:19]2[CH:24]=[CH:23][CH:22]=[C:21]([Cl:25])[CH:20]=2)=[C:12]([CH2:17][NH:2][CH3:1])[C:13]=1[C:14]([NH2:16])=[O:15])=[O:7], predict the reactants needed to synthesize it. (6) Given the product [CH3:9][O:10][C:11]1[CH:12]=[C:13]2[C:17](=[CH:18][CH:19]=1)[N:16]([CH2:20][C:21]1[N:26]=[C:25]([C:27](=[N:2][OH:3])[NH2:28])[CH:24]=[CH:23][CH:22]=1)[C:15]([C:29]1[CH:34]=[CH:33][CH:32]=[CH:31][CH:30]=1)=[CH:14]2, predict the reactants needed to synthesize it. The reactants are: Cl.[NH2:2][OH:3].C(=O)([O-])O.[Na+].[CH3:9][O:10][C:11]1[CH:12]=[C:13]2[C:17](=[CH:18][CH:19]=1)[N:16]([CH2:20][C:21]1[N:26]=[C:25]([C:27]#[N:28])[CH:24]=[CH:23][CH:22]=1)[C:15]([C:29]1[CH:34]=[CH:33][CH:32]=[CH:31][CH:30]=1)=[CH:14]2.O.